From a dataset of Reaction yield outcomes from USPTO patents with 853,638 reactions. Predict the reaction yield, written as a fraction of the theoretical maximum amount of product (1.0 means a 100% yield; for example, 0.34 means a 34% yield). The reactants are [NH2:1][O:2][CH2:3][C:4]([NH:6][CH3:7])=[O:5].C(Cl)Cl.[F:11][C:12]1[C:13]([NH:28][C:29]2[CH:34]=[CH:33][C:32]([I:35])=[CH:31][C:30]=2[F:36])=[C:14]([CH:22]=[C:23]([CH:26]=O)[C:24]=1[F:25])[C:15]([NH:17][O:18][CH2:19][CH2:20][OH:21])=[O:16]. The catalyst is C1COCC1. The product is [F:11][C:12]1[C:13]([NH:28][C:29]2[CH:34]=[CH:33][C:32]([I:35])=[CH:31][C:30]=2[F:36])=[C:14]([CH:22]=[C:23](/[CH:26]=[N:1]/[O:2][CH2:3][C:4](=[O:5])[NH:6][CH3:7])[C:24]=1[F:25])[C:15]([NH:17][O:18][CH2:19][CH2:20][OH:21])=[O:16]. The yield is 0.770.